This data is from Full USPTO retrosynthesis dataset with 1.9M reactions from patents (1976-2016). The task is: Predict the reactants needed to synthesize the given product. Given the product [CH:1](=[O:3])[CH2:4][CH2:5][CH2:6][CH2:7][CH2:8][CH2:9][CH2:10][CH2:9][CH2:8][CH:7]=[CH:6][CH:5]=[CH2:4], predict the reactants needed to synthesize it. The reactants are: [CH:1]([OH:3])=O.[CH3:4][CH2:5][CH2:6][CH2:7][CH2:8][CH2:9][CH3:10].